This data is from Peptide-MHC class I binding affinity with 185,985 pairs from IEDB/IMGT. The task is: Regression. Given a peptide amino acid sequence and an MHC pseudo amino acid sequence, predict their binding affinity value. This is MHC class I binding data. (1) The peptide sequence is WIKDIMTSTR. The MHC is HLA-A68:01 with pseudo-sequence HLA-A68:01. The binding affinity (normalized) is 0.712. (2) The peptide sequence is KLAEIFQPF. The MHC is HLA-B15:02 with pseudo-sequence HLA-B15:02. The binding affinity (normalized) is 0.633. (3) The MHC is Mamu-A02 with pseudo-sequence Mamu-A02. The peptide sequence is PLDKGIKPYY. The binding affinity (normalized) is 0. (4) The peptide sequence is SEMVMCGGSL. The MHC is HLA-B40:01 with pseudo-sequence HLA-B40:01. The binding affinity (normalized) is 1.00. (5) The peptide sequence is DQQEAARAA. The MHC is HLA-A02:01 with pseudo-sequence HLA-A02:01. The binding affinity (normalized) is 0.